This data is from Reaction yield outcomes from USPTO patents with 853,638 reactions. The task is: Predict the reaction yield, written as a fraction of the theoretical maximum amount of product (1.0 means a 100% yield; for example, 0.34 means a 34% yield). (1) No catalyst specified. The product is [CH:1]1[C:13]2[CH2:12][C:11]3[C:6](=[CH:7][CH:8]=[CH:9][CH:10]=3)[C:5]=2[CH:4]=[CH:3][C:2]=1[CH:14]([C:37](=[O:40])[NH:36][CH2:29][C:30]1[CH:35]=[CH:34][CH:33]=[CH:32][CH:31]=1)[NH:38][C:22]([C@H:21]([CH2:25][CH:26]([CH3:28])[CH3:27])[CH2:20][C:18]([O:17][CH3:16])=[O:19])=[O:24]. The yield is 0.530. The reactants are [CH:1]1[C:13]2[CH2:12][C:11]3[C:6](=[CH:7][CH:8]=[CH:9][CH:10]=3)[C:5]=2[CH:4]=[CH:3][C:2]=1[CH:14]=O.[CH3:16][O:17][C:18]([CH2:20][C@@H:21]([CH2:25][CH:26]([CH3:28])[CH3:27])[C:22]([OH:24])=O)=[O:19].[CH2:29]([N+:36]#[C-:37])[C:30]1[CH:35]=[CH:34][CH:33]=[CH:32][CH:31]=1.[NH3:38].C[OH:40]. (2) The reactants are [Cl:1][C:2]1[C:3]2[CH:14]=[CH:13][C:12](=[O:15])[N:11]([C:16]3[C:21]([F:22])=[CH:20][CH:19]=[CH:18][C:17]=3[F:23])[C:4]=2[N:5]=[C:6](S(C)=O)[N:7]=1.[CH3:24][CH:25]1[CH2:30][CH2:29][N:28]([CH:31]2[CH2:36][CH2:35][NH:34][CH2:33][CH2:32]2)[CH2:27][CH2:26]1.C(N(CC)CC)C. The catalyst is ClCCl. The product is [Cl:1][C:2]1[C:3]2[CH:14]=[CH:13][C:12](=[O:15])[N:11]([C:16]3[C:21]([F:22])=[CH:20][CH:19]=[CH:18][C:17]=3[F:23])[C:4]=2[N:5]=[C:6]([N:34]2[CH2:35][CH2:36][CH:31]([N:28]3[CH2:29][CH2:30][CH:25]([CH3:24])[CH2:26][CH2:27]3)[CH2:32][CH2:33]2)[N:7]=1. The yield is 0.510.